Dataset: Forward reaction prediction with 1.9M reactions from USPTO patents (1976-2016). Task: Predict the product of the given reaction. (1) Given the reactants [Br:1][CH2:2][C:3]1[CH:11]=[CH:10][C:6]([C:7]([OH:9])=O)=[C:5]([F:12])[CH:4]=1.CCN(C(C)C)C(C)C.S(Cl)(Cl)=O.[Cl:26][C:27]1[C:33]([Cl:34])=[CH:32][C:30]([NH2:31])=[C:29]([N:35]2[CH2:40][CH2:39][N:38]([CH2:41][CH2:42][C:43]([F:46])([F:45])[F:44])[CH2:37][CH2:36]2)[CH:28]=1, predict the reaction product. The product is: [Br:1][CH2:2][C:3]1[CH:11]=[CH:10][C:6]([C:7]([NH:31][C:30]2[CH:32]=[C:33]([Cl:34])[C:27]([Cl:26])=[CH:28][C:29]=2[N:35]2[CH2:36][CH2:37][N:38]([CH2:41][CH2:42][C:43]([F:46])([F:45])[F:44])[CH2:39][CH2:40]2)=[O:9])=[C:5]([F:12])[CH:4]=1. (2) Given the reactants [OH:1][C:2]1[C:6]2[CH2:7][N:8]([C:11](=[O:20])[CH2:12][O:13][C:14]3[CH:19]=[CH:18][CH:17]=[CH:16][CH:15]=3)[CH2:9][CH2:10][C:5]=2[NH:4][N:3]=1.[F:21][C:22]([F:41])([F:40])[S:23](N(C1C=CC=CC=1)[S:23]([C:22]([F:41])([F:40])[F:21])(=[O:25])=[O:24])(=[O:25])=[O:24], predict the reaction product. The product is: [F:21][C:22]([F:41])([F:40])[S:23]([O:1][C:2]1[C:6]2[CH2:7][N:8]([C:11](=[O:20])[CH2:12][O:13][C:14]3[CH:19]=[CH:18][CH:17]=[CH:16][CH:15]=3)[CH2:9][CH2:10][C:5]=2[NH:4][N:3]=1)(=[O:25])=[O:24]. (3) Given the reactants [CH:1]1([CH:7]([NH:20][C:21]2[CH:26]=[CH:25][C:24]([C:27]([N:29]([CH3:37])[CH2:30][CH2:31][C:32]([O:34]CC)=[O:33])=[O:28])=[CH:23][CH:22]=2)[C:8]2[N:12]([CH3:13])[C:11]3[CH:14]=[C:15]([O:18][CH3:19])[CH:16]=[CH:17][C:10]=3[N:9]=2)[CH2:6][CH2:5][CH2:4][CH2:3][CH2:2]1.O1CCCC1.[OH-].[Na+], predict the reaction product. The product is: [CH:1]1([CH:7]([NH:20][C:21]2[CH:22]=[CH:23][C:24]([C:27]([N:29]([CH3:37])[CH2:30][CH2:31][C:32]([OH:34])=[O:33])=[O:28])=[CH:25][CH:26]=2)[C:8]2[N:12]([CH3:13])[C:11]3[CH:14]=[C:15]([O:18][CH3:19])[CH:16]=[CH:17][C:10]=3[N:9]=2)[CH2:6][CH2:5][CH2:4][CH2:3][CH2:2]1.